Task: Predict the reactants needed to synthesize the given product.. Dataset: Full USPTO retrosynthesis dataset with 1.9M reactions from patents (1976-2016) (1) Given the product [Br:24][C:5]1[CH:4]=[N:3][C:2]2[N:21]([CH2:22][CH3:23])[C:12]3[N:13]=[C:14]([C:17]([F:20])([F:19])[F:18])[CH:15]=[CH:16][C:11]=3[NH:10][C:8](=[O:9])[C:7]=2[CH:6]=1, predict the reactants needed to synthesize it. The reactants are: Cl[C:2]1[C:7]([C:8]([NH:10][C:11]2[C:12]([NH:21][CH2:22][CH3:23])=[N:13][C:14]([C:17]([F:20])([F:19])[F:18])=[CH:15][CH:16]=2)=[O:9])=[CH:6][C:5]([Br:24])=[CH:4][N:3]=1.[H-].[Na+]. (2) Given the product [NH2:1][C:2]1[S:3][C:4]2[CH:10]=[C:9]([O:11][S:12]([C:15]3[CH:20]=[CH:19][C:18]([NH:28][CH2:27][CH2:26][N:25]([CH:29]([CH3:31])[CH3:30])[CH:22]([CH3:24])[CH3:23])=[CH:17][CH:16]=3)(=[O:14])=[O:13])[CH:8]=[CH:7][C:5]=2[N:6]=1, predict the reactants needed to synthesize it. The reactants are: [NH2:1][C:2]1[S:3][C:4]2[CH:10]=[C:9]([O:11][S:12]([C:15]3[CH:20]=[CH:19][C:18](F)=[CH:17][CH:16]=3)(=[O:14])=[O:13])[CH:8]=[CH:7][C:5]=2[N:6]=1.[CH:22]([N:25]([CH:29]([CH3:31])[CH3:30])[CH2:26][CH2:27][NH2:28])([CH3:24])[CH3:23]. (3) Given the product [NH2:17][CH:16]=[C:13]1[C:12]([C:20]2[CH:25]=[CH:24][CH:23]=[CH:22][CH:21]=2)=[N:11][N:10]([C:2]2[NH:3][C:4]3[CH:9]=[CH:8][CH:7]=[CH:6][C:5]=3[N:1]=2)[C:14]1=[O:15], predict the reactants needed to synthesize it. The reactants are: [NH:1]1[C:5]2[CH:6]=[CH:7][CH:8]=[CH:9][C:4]=2[N:3]=[C:2]1[N:10]1[C:14](=[O:15])[C:13](=[CH:16][N:17](C)C)[C:12]([C:20]2[CH:25]=[CH:24][CH:23]=[CH:22][CH:21]=2)=[N:11]1.N. (4) The reactants are: [CH:1]1[C:13]2[CH:12]([CH2:14][O:15][C:16]([NH:18][C@@H:19]3[C:30](=[O:31])[O:29][C@H:28]([C:32]4[CH:37]=[CH:36][CH:35]=[CH:34][CH:33]=4)[C@H:27]([CH3:38])[N:26]([CH3:39])[C:25](=[O:40])[C@H:24]([CH2:41][C:42](O)=[O:43])[CH2:23][CH:22]=[CH:21][CH2:20]3)=[O:17])[C:11]3[C:6](=[CH:7][CH:8]=[CH:9][CH:10]=3)[C:5]=2[CH:4]=[CH:3][CH:2]=1.[Cl:45][C:46]1[CH:51]=[CH:50][C:49]([CH2:52][NH2:53])=[CH:48][CH:47]=1.CO.C(Cl)Cl. Given the product [Cl:45][C:46]1[CH:51]=[CH:50][C:49]([CH2:52][NH:53][C:42](=[O:43])[CH2:41][C@@H:24]2[CH2:23][CH:22]=[CH:21][CH2:20][C@H:19]([NH:18][C:16](=[O:17])[O:15][CH2:14][CH:12]3[C:11]4[CH:6]=[CH:7][CH:8]=[CH:9][C:10]=4[C:1]4[C:13]3=[CH:5][CH:4]=[CH:3][CH:2]=4)[C:30](=[O:31])[O:29][C@H:28]([C:32]3[CH:33]=[CH:34][CH:35]=[CH:36][CH:37]=3)[C@H:27]([CH3:38])[N:26]([CH3:39])[C:25]2=[O:40])=[CH:48][CH:47]=1, predict the reactants needed to synthesize it. (5) Given the product [CH2:1]([N:8]1[CH2:9][CH2:10][N:11]([CH2:14][CH2:15][CH2:16][NH2:17])[CH2:12][CH2:13]1)[C:2]1[CH:3]=[CH:4][CH:5]=[CH:6][CH:7]=1, predict the reactants needed to synthesize it. The reactants are: [CH2:1]([N:8]1[CH2:13][CH2:12][N:11]([CH2:14][CH2:15][CH2:16][N:17]2C(=O)C3C(=CC=CC=3)C2=O)[CH2:10][CH2:9]1)[C:2]1[CH:7]=[CH:6][CH:5]=[CH:4][CH:3]=1.O.NN.